Predict the reaction yield, written as a fraction of the theoretical maximum amount of product (1.0 means a 100% yield; for example, 0.34 means a 34% yield). From a dataset of Reaction yield outcomes from USPTO patents with 853,638 reactions. (1) The reactants are [CH2:1]([NH:3][CH2:4][CH2:5][NH:6][C:7]([C:9]1[C:13]([CH3:14])=[C:12]([CH:15]=O)[NH:11][C:10]=1[CH3:17])=[O:8])[CH3:2].[F:18][C:19]1[CH:20]=[C:21]2[C:25](=[CH:26][CH:27]=1)[NH:24][C:23](=[O:28])[CH2:22]2.N1CCCC1. The catalyst is C(O)C. The product is [CH2:1]([NH:3][CH2:4][CH2:5][NH:6][C:7]([C:9]1[C:13]([CH3:14])=[C:12](/[CH:15]=[C:22]2\[C:23](=[O:28])[NH:24][C:25]3[C:21]\2=[CH:20][C:19]([F:18])=[CH:27][CH:26]=3)[NH:11][C:10]=1[CH3:17])=[O:8])[CH3:2]. The yield is 0.950. (2) The reactants are [F:1][CH:2]([F:24])[C:3]1[C:8]([C:9]([O:11][CH3:12])=[O:10])=[C:7]([CH2:13][CH:14]([CH3:16])[CH3:15])[C:6]([N:17]=[C:18]=[S:19])=[C:5]([C:20]([F:23])([F:22])[F:21])[N:4]=1.[CH3:25][O-:26].[Na+].[CH3:28]I. The catalyst is C1COCC1.CO. The product is [F:24][CH:2]([F:1])[C:3]1[C:8]([C:9]([O:11][CH3:12])=[O:10])=[C:7]([CH2:13][CH:14]([CH3:16])[CH3:15])[C:6]([N:17]=[C:18]([O:26][CH3:25])[S:19][CH3:28])=[C:5]([C:20]([F:23])([F:22])[F:21])[N:4]=1. The yield is 0.820. (3) The reactants are [C:1]([NH:4][C:5]1S[C:8]2[CH2:10][CH:11]([C:14]([CH3:17])([CH3:16])[CH3:15])[CH2:12][CH2:13][C:7]=2[C:6]=1[C:18]([O:20][CH3:21])=[O:19])(=[O:3])[CH3:2]. The catalyst is [Ni]. The product is [CH3:21][O:20][C:18](=[O:19])[CH:6]([CH:7]1[CH2:13][CH2:12][CH:11]([C:14]([CH3:17])([CH3:16])[CH3:15])[CH2:10][CH2:8]1)[CH2:5][NH:4][C:1](=[O:3])[CH3:2]. The yield is 0.983.